This data is from Catalyst prediction with 721,799 reactions and 888 catalyst types from USPTO. The task is: Predict which catalyst facilitates the given reaction. Reactant: C(O)(=O)C.[CH:5]1([C:8]2[N:13]=[C:12]([C:14](=O)[CH2:15][C:16]3[CH:17]=[C:18]4[C:23](=[CH:24][CH:25]=3)[N:22]=[CH:21][CH:20]=[N:19]4)[CH:11]=[CH:10][N:9]=2)[CH2:7][CH2:6]1.C[N:28]([CH:30](OC)OC)C.O.[NH2:36]N. Product: [CH:5]1([C:8]2[N:13]=[C:12]([C:14]3[C:15]([C:16]4[CH:17]=[C:18]5[C:23](=[CH:24][CH:25]=4)[N:22]=[CH:21][CH:20]=[N:19]5)=[CH:30][NH:28][N:36]=3)[CH:11]=[CH:10][N:9]=2)[CH2:7][CH2:6]1. The catalyst class is: 3.